Regression. Given a peptide amino acid sequence and an MHC pseudo amino acid sequence, predict their binding affinity value. This is MHC class I binding data. From a dataset of Peptide-MHC class I binding affinity with 185,985 pairs from IEDB/IMGT. (1) The peptide sequence is MMSAPPAEY. The MHC is HLA-A29:02 with pseudo-sequence HLA-A29:02. The binding affinity (normalized) is 0.981. (2) The peptide sequence is SPVNQQCHF. The MHC is HLA-B53:01 with pseudo-sequence HLA-B53:01. The binding affinity (normalized) is 0.288. (3) The binding affinity (normalized) is 0.341. The MHC is Patr-A0901 with pseudo-sequence Patr-A0901. The peptide sequence is AYAQQTRGLL.